Dataset: Full USPTO retrosynthesis dataset with 1.9M reactions from patents (1976-2016). Task: Predict the reactants needed to synthesize the given product. (1) Given the product [CH3:10][O:11][C:12](=[O:26])[C:13]1[C:18]([N+:19]([O-:21])=[O:20])=[CH:17][CH:16]=[C:15]([F:22])[C:14]=1[CH2:23][CH2:24][CH2:25][OH:27], predict the reactants needed to synthesize it. The reactants are: B1C2CCCC1CCC2.[CH3:10][O:11][C:12](=[O:26])[C:13]1[C:18]([N+:19]([O-:21])=[O:20])=[CH:17][CH:16]=[C:15]([F:22])[C:14]=1[CH2:23][CH:24]=[CH2:25].[OH-:27].[Na+].OO. (2) The reactants are: Br[C:2]1[C:3]([N:22]2[CH2:26][CH2:25][C@@H:24]([CH2:27][NH:28]C(=O)OC(C)(C)C)[CH2:23]2)=[N:4][CH:5]=[C:6]([C:8](=[O:21])[NH:9][C:10]2[CH:15]=[CH:14][C:13]([O:16][C:17]([F:20])([F:19])[F:18])=[CH:12][CH:11]=2)[CH:7]=1.[N:36]1[CH:41]=[CH:40][CH:39]=[C:38](B(O)O)[CH:37]=1. Given the product [NH2:28][CH2:27][C@@H:24]1[CH2:25][CH2:26][N:22]([C:3]2[C:2]([C:38]3[CH:37]=[N:36][CH:41]=[CH:40][CH:39]=3)=[CH:7][C:6]([C:8]([NH:9][C:10]3[CH:15]=[CH:14][C:13]([O:16][C:17]([F:20])([F:19])[F:18])=[CH:12][CH:11]=3)=[O:21])=[CH:5][N:4]=2)[CH2:23]1, predict the reactants needed to synthesize it. (3) Given the product [NH2:11][C:10]1[C:5]([C:3]([OH:2])=[O:4])=[N:6][C:7]([C:21]2[CH:22]=[CH:23][C:18]([Cl:17])=[CH:19][C:20]=2[CH3:27])=[C:8]([C:12]([F:15])([F:14])[F:13])[CH:9]=1, predict the reactants needed to synthesize it. The reactants are: C[O:2][C:3]([C:5]1[C:10]([NH2:11])=[CH:9][C:8]([C:12]([F:15])([F:14])[F:13])=[C:7](Br)[N:6]=1)=[O:4].[Cl:17][C:18]1[CH:23]=[CH:22][C:21](B(O)O)=[C:20]([CH3:27])[CH:19]=1. (4) Given the product [CH3:19][C:3]1[CH:4]=[C:5]2[C:10](=[CH:11][C:2]=1[B:23]1[O:24][C:25]([CH3:27])([CH3:26])[C:21]([CH3:37])([CH3:20])[O:22]1)[CH2:9][N:8]([C:12]([O:14][C:15]([CH3:18])([CH3:17])[CH3:16])=[O:13])[CH2:7][CH2:6]2, predict the reactants needed to synthesize it. The reactants are: Br[C:2]1[CH:11]=[C:10]2[C:5]([CH2:6][CH2:7][N:8]([C:12]([O:14][C:15]([CH3:18])([CH3:17])[CH3:16])=[O:13])[CH2:9]2)=[CH:4][C:3]=1[CH3:19].[CH3:20][C:21]1([CH3:37])[C:25]([CH3:27])([CH3:26])[O:24][B:23]([B:23]2[O:24][C:25]([CH3:27])([CH3:26])[C:21]([CH3:37])([CH3:20])[O:22]2)[O:22]1. (5) The reactants are: [CH3:1][O:2][C:3](=[O:13])[CH2:4][C:5]1[CH:10]=[C:9]([OH:11])[CH:8]=[C:7]([OH:12])[CH:6]=1.Br[CH2:15][CH2:16][O:17][Si:18]([CH:25]([CH3:27])[CH3:26])([CH:22]([CH3:24])[CH3:23])[CH:19]([CH3:21])[CH3:20].C(=O)([O-])[O-].[Cs+].[Cs+].C(=O)([O-])[O-].[Na+].[Na+]. Given the product [CH3:1][O:2][C:3](=[O:13])[CH2:4][C:5]1[CH:10]=[C:9]([OH:11])[CH:8]=[C:7]([O:12][CH2:15][CH2:16][O:17][Si:18]([CH:22]([CH3:23])[CH3:24])([CH:19]([CH3:21])[CH3:20])[CH:25]([CH3:26])[CH3:27])[CH:6]=1, predict the reactants needed to synthesize it. (6) Given the product [F:20][C:21]1[CH:26]=[CH:25][C:24]([C:2]2[CH:3]=[N:4][C:5]3[N:6]([CH:8]=[C:9]([CH2:11][O:12][C:13]4[CH:14]=[N:15][CH:16]=[C:17]([F:19])[CH:18]=4)[N:10]=3)[CH:7]=2)=[C:23]([CH2:30][OH:31])[CH:22]=1, predict the reactants needed to synthesize it. The reactants are: Br[C:2]1[CH:3]=[N:4][C:5]2[N:6]([CH:8]=[C:9]([CH2:11][O:12][C:13]3[CH:14]=[N:15][CH:16]=[C:17]([F:19])[CH:18]=3)[N:10]=2)[CH:7]=1.[F:20][C:21]1[CH:26]=[CH:25][C:24](B(O)O)=[C:23]([CH2:30][OH:31])[CH:22]=1. (7) Given the product [Cl:21][CH2:20][CH2:19][O:18][C:16](=[O:17])[NH:8][C:7]1[CH:9]=[C:10]([I:14])[C:11]([O:12][CH3:13])=[C:5]([C:1]([CH3:4])([CH3:2])[CH3:3])[CH:6]=1, predict the reactants needed to synthesize it. The reactants are: [C:1]([C:5]1[CH:6]=[C:7]([CH:9]=[C:10]([I:14])[C:11]=1[O:12][CH3:13])[NH2:8])([CH3:4])([CH3:3])[CH3:2].Cl[C:16]([O:18][CH2:19][CH2:20][Cl:21])=[O:17].C(N(CC)CC)C.